From a dataset of Full USPTO retrosynthesis dataset with 1.9M reactions from patents (1976-2016). Predict the reactants needed to synthesize the given product. (1) Given the product [Cl:1][C:2]1[CH:7]=[CH:6][C:5]([C:8]2[N:12]([CH2:13][CH:14]([CH:34]3[CH2:36][CH2:35]3)[OH:15])[C:11](=[O:16])[N:10]([CH2:17][C:18]([NH:20][C:21]([CH3:33])([C:23]3[CH:28]=[CH:27][CH:26]=[C:25]([C:29]([F:30])([F:31])[F:32])[CH:24]=3)[CH3:22])=[O:19])[N:9]=2)=[CH:4][CH:3]=1, predict the reactants needed to synthesize it. The reactants are: [Cl:1][C:2]1[CH:7]=[CH:6][C:5]([C:8]2[N:12]([CH2:13][CH:14]=[O:15])[C:11](=[O:16])[N:10]([CH2:17][C:18]([NH:20][C:21]([CH3:33])([C:23]3[CH:28]=[CH:27][CH:26]=[C:25]([C:29]([F:32])([F:31])[F:30])[CH:24]=3)[CH3:22])=[O:19])[N:9]=2)=[CH:4][CH:3]=1.[CH:34]1([Mg]Br)[CH2:36][CH2:35]1.[Cl-].[NH4+]. (2) Given the product [Br:1][C:2]1[CH:7]=[C:6]([C:8]([F:9])([F:10])[F:11])[CH:5]=[C:4]2[C:3]=1[CH:12]=[CH:13][NH:30][C:28]2=[O:29], predict the reactants needed to synthesize it. The reactants are: [Br:1][C:2]1[CH:7]=[C:6]([C:8]([F:11])([F:10])[F:9])[CH:5]=[CH:4][C:3]=1/[CH:12]=[CH:13]/C(O)=O.FC(F)(F)OC1C=CC(/C=C/[C:28]([N:30]=[N+]=[N-])=[O:29])=CC=1.